From a dataset of Catalyst prediction with 721,799 reactions and 888 catalyst types from USPTO. Predict which catalyst facilitates the given reaction. (1) Reactant: [CH3:1][Si:2]([CH3:31])([CH3:30])[CH2:3][CH2:4][O:5][CH2:6][N:7]1[C:11]2[N:12]=[CH:13][N:14]=[C:15]([N:16]3[CH2:20][CH2:19][C@@H:18]([NH:21][C:22]4[CH:29]=[CH:28][C:25]([C:26]#[N:27])=[CH:24][N:23]=4)[CH2:17]3)[C:10]=2[CH:9]=[CH:8]1.[H-].[Na+].Br[CH2:35][CH3:36]. Product: [CH2:35]([N:21]([C@@H:18]1[CH2:19][CH2:20][N:16]([C:15]2[C:10]3[CH:9]=[CH:8][N:7]([CH2:6][O:5][CH2:4][CH2:3][Si:2]([CH3:31])([CH3:30])[CH3:1])[C:11]=3[N:12]=[CH:13][N:14]=2)[CH2:17]1)[C:22]1[CH:29]=[CH:28][C:25]([C:26]#[N:27])=[CH:24][N:23]=1)[CH3:36]. The catalyst class is: 3. (2) Reactant: C(OC(=O)[NH:7][CH:8]([CH2:28][C:29]1[CH:34]=[CH:33][C:32]([Cl:35])=[CH:31][CH:30]=1)[C:9]([N:11]1[CH2:16][CH2:15][N:14]([C:17]2[C:18]3[S:25][C:24]([S:26][CH3:27])=[CH:23][C:19]=3[N:20]=[CH:21][N:22]=2)[CH2:13][CH2:12]1)=[O:10])(C)(C)C.[ClH:37]. Product: [ClH:35].[ClH:37].[NH2:7][CH:8]([CH2:28][C:29]1[CH:30]=[CH:31][C:32]([Cl:35])=[CH:33][CH:34]=1)[C:9]([N:11]1[CH2:12][CH2:13][N:14]([C:17]2[C:18]3[S:25][C:24]([S:26][CH3:27])=[CH:23][C:19]=3[N:20]=[CH:21][N:22]=2)[CH2:15][CH2:16]1)=[O:10]. The catalyst class is: 135. (3) Reactant: Cl.[CH3:2][N:3]1[CH2:8][CH2:7][NH:6][CH2:5][C:4]1=[O:9].C(N(CC)C(C)C)(C)C.[CH3:19][C:20]([O:23][C:24]([N:26]1C(C2C=CC(C#N)=CC=2)O1)=[O:25])([CH3:22])[CH3:21]. Product: [C:20]([O:23][C:24](=[O:25])[NH:26][N:6]1[CH2:7][CH2:8][N:3]([CH3:2])[C:4](=[O:9])[CH2:5]1)([CH3:22])([CH3:21])[CH3:19]. The catalyst class is: 4.